From a dataset of NCI-60 drug combinations with 297,098 pairs across 59 cell lines. Regression. Given two drug SMILES strings and cell line genomic features, predict the synergy score measuring deviation from expected non-interaction effect. (1) Synergy scores: CSS=14.2, Synergy_ZIP=-4.46, Synergy_Bliss=-2.84, Synergy_Loewe=-3.80, Synergy_HSA=-2.55. Drug 1: CC1C(C(CC(O1)OC2CC(CC3=C2C(=C4C(=C3O)C(=O)C5=C(C4=O)C(=CC=C5)OC)O)(C(=O)CO)O)N)O.Cl. Cell line: CCRF-CEM. Drug 2: CC12CCC3C(C1CCC2=O)CC(=C)C4=CC(=O)C=CC34C. (2) Drug 1: COC1=CC(=CC(=C1O)OC)C2C3C(COC3=O)C(C4=CC5=C(C=C24)OCO5)OC6C(C(C7C(O6)COC(O7)C8=CC=CS8)O)O. Drug 2: CNC(=O)C1=NC=CC(=C1)OC2=CC=C(C=C2)NC(=O)NC3=CC(=C(C=C3)Cl)C(F)(F)F. Cell line: NCI-H522. Synergy scores: CSS=36.7, Synergy_ZIP=-4.66, Synergy_Bliss=-1.65, Synergy_Loewe=-10.5, Synergy_HSA=0.114.